This data is from Reaction yield outcomes from USPTO patents with 853,638 reactions. The task is: Predict the reaction yield, written as a fraction of the theoretical maximum amount of product (1.0 means a 100% yield; for example, 0.34 means a 34% yield). (1) The reactants are [CH:1]1([C:4]2[C:5]([N:24]([C:29]3[CH:30]=[CH:31][C:32]([N+:40]([O-])=O)=[C:33]([CH2:35][C:36]([O:38][CH3:39])=[O:37])[CH:34]=3)[S:25]([CH3:28])(=[O:27])=[O:26])=[CH:6][C:7]3[O:11][C:10]([C:12]4[CH:17]=[CH:16][C:15]([F:18])=[CH:14][CH:13]=4)=[C:9]([C:19](=[O:22])[NH:20][CH3:21])[C:8]=3[CH:23]=2)[CH2:3][CH2:2]1. The catalyst is C1COCC1.[Pd]. The product is [NH2:40][C:32]1[CH:31]=[CH:30][C:29]([N:24]([C:5]2[C:4]([CH:1]3[CH2:2][CH2:3]3)=[CH:23][C:8]3[C:9]([C:19](=[O:22])[NH:20][CH3:21])=[C:10]([C:12]4[CH:13]=[CH:14][C:15]([F:18])=[CH:16][CH:17]=4)[O:11][C:7]=3[CH:6]=2)[S:25]([CH3:28])(=[O:27])=[O:26])=[CH:34][C:33]=1[CH2:35][C:36]([O:38][CH3:39])=[O:37]. The yield is 0.650. (2) The reactants are [Si:1]([O:18][CH2:19][C@@H:20]1[CH2:22][C@H:21]1[CH2:23][OH:24])([C:14]([CH3:17])([CH3:16])[CH3:15])([C:8]1[CH:13]=[CH:12][CH:11]=[CH:10][CH:9]=1)[C:2]1[CH:7]=[CH:6][CH:5]=[CH:4][CH:3]=1.[CH3:25][S:26](Cl)(=[O:28])=[O:27].C1COCC1. The catalyst is O. The product is [CH3:25][S:26]([O:24][CH2:23][C@@H:21]1[CH2:22][C@H:20]1[CH2:19][O:18][Si:1]([C:14]([CH3:17])([CH3:16])[CH3:15])([C:8]1[CH:9]=[CH:10][CH:11]=[CH:12][CH:13]=1)[C:2]1[CH:3]=[CH:4][CH:5]=[CH:6][CH:7]=1)(=[O:28])=[O:27]. The yield is 1.00.